Dataset: Full USPTO retrosynthesis dataset with 1.9M reactions from patents (1976-2016). Task: Predict the reactants needed to synthesize the given product. (1) Given the product [F:19][C:20]1[CH:21]=[N:22][CH:23]=[CH:24][C:25]=1[C:26]([N:15]1[CH2:16][CH2:17][CH2:18][C@H:13]([C:11]2[O:10][N:9]=[C:8]([C:5]3[NH:6][CH:7]=[C:3]([F:2])[CH:4]=3)[N:12]=2)[CH2:14]1)=[O:27], predict the reactants needed to synthesize it. The reactants are: Cl.[F:2][C:3]1[CH:4]=[C:5]([C:8]2[N:12]=[C:11]([C@H:13]3[CH2:18][CH2:17][CH2:16][NH:15][CH2:14]3)[O:10][N:9]=2)[NH:6][CH:7]=1.[F:19][C:20]1[CH:21]=[N:22][CH:23]=[CH:24][C:25]=1[C:26](O)=[O:27]. (2) Given the product [CH:31]1([CH2:30][O:15][C:10]2[CH:11]=[CH:12][CH:13]=[CH:14][C:9]=2[C:7]2[N:6]([CH2:16][C:17]3[CH:24]=[CH:23][C:20]([C:21]#[N:22])=[CH:19][C:18]=3[F:25])[C:5]3[CH:26]=[C:27]([F:28])[C:2]([F:1])=[CH:3][C:4]=3[N:8]=2)[CH2:35][CH2:34][CH2:33][CH2:32]1, predict the reactants needed to synthesize it. The reactants are: [F:1][C:2]1[C:27]([F:28])=[CH:26][C:5]2[N:6]([CH2:16][C:17]3[CH:24]=[CH:23][C:20]([C:21]#[N:22])=[CH:19][C:18]=3[F:25])[C:7]([C:9]3[CH:14]=[CH:13][CH:12]=[CH:11][C:10]=3[OH:15])=[N:8][C:4]=2[CH:3]=1.I[CH2:30][CH:31]1[CH2:35][CH2:34][CH2:33][CH2:32]1.